Dataset: Reaction yield outcomes from USPTO patents with 853,638 reactions. Task: Predict the reaction yield, written as a fraction of the theoretical maximum amount of product (1.0 means a 100% yield; for example, 0.34 means a 34% yield). The reactants are [Cl:1][C:2]1[CH:27]=[N:26][C:5]2[N:6]=[C:7]([N:13]3[CH2:18][CH2:17][N:16](C(OC(C)(C)C)=O)[CH2:15][CH2:14]3)[C:8]3[N:9]([CH:10]=[N:11][N:12]=3)[C:4]=2[CH:3]=1.C(O)(C(F)(F)F)=O. The catalyst is C(Cl)Cl. The product is [Cl:1][C:2]1[CH:27]=[N:26][C:5]2[N:6]=[C:7]([N:13]3[CH2:18][CH2:17][NH:16][CH2:15][CH2:14]3)[C:8]3[N:9]([CH:10]=[N:11][N:12]=3)[C:4]=2[CH:3]=1. The yield is 0.830.